This data is from Full USPTO retrosynthesis dataset with 1.9M reactions from patents (1976-2016). The task is: Predict the reactants needed to synthesize the given product. (1) Given the product [CH3:20][NH:19][C:17]([NH:16][CH2:15][CH2:14][CH2:13][O:12][C:7]1[C:6]2[CH:21]=[CH:2][CH:3]=[CH:4][C:5]=2[O:10][C:9](=[O:11])[CH:8]=1)=[S:18], predict the reactants needed to synthesize it. The reactants are: Cl[C:2]1[CH:3]=[CH:4][C:5]2[O:10][C:9](=[O:11])[CH:8]=[C:7]([O:12][CH2:13][CH2:14][CH2:15][NH:16][C:17]([NH:19][CH3:20])=[S:18])[C:6]=2[CH:21]=1.NCCCOC1C2C=CC=CC=2OC(=O)C=1. (2) The reactants are: [NH:1]1[CH2:6][CH2:5][C:4](=[N:7][O:8][CH:9]2[CH2:14][CH2:13][N:12]([C:15]([O:17][CH:18]([CH3:20])[CH3:19])=[O:16])[CH2:11][CH2:10]2)[CH2:3][CH2:2]1.[F:21][C:22]1[CH:27]=[C:26](F)[C:25]([F:29])=[CH:24][C:23]=1[C:30](=[O:32])[CH3:31].CCN(C(C)C)C(C)C. Given the product [CH:18]([O:17][C:15]([N:12]1[CH2:11][CH2:10][CH:9]([O:8][N:7]=[C:4]2[CH2:3][CH2:2][N:1]([C:26]3[CH:27]=[C:22]([F:21])[C:23]([C:30](=[O:32])[CH3:31])=[CH:24][C:25]=3[F:29])[CH2:6][CH2:5]2)[CH2:14][CH2:13]1)=[O:16])([CH3:20])[CH3:19], predict the reactants needed to synthesize it. (3) Given the product [Cl:1][C:2]1[C:11]([S:12]([NH:15][CH:16]2[CH2:17][CH2:18]2)(=[O:14])=[O:13])=[CH:10][CH:9]=[CH:8][C:3]=1[C:4]([OH:6])=[O:5], predict the reactants needed to synthesize it. The reactants are: [Cl:1][C:2]1[C:11]([S:12]([NH:15][CH:16]2[CH2:18][CH2:17]2)(=[O:14])=[O:13])=[CH:10][CH:9]=[CH:8][C:3]=1[C:4]([O:6]C)=[O:5].[OH-].[Na+].